Dataset: Catalyst prediction with 721,799 reactions and 888 catalyst types from USPTO. Task: Predict which catalyst facilitates the given reaction. (1) Reactant: [F:1][C:2]1[CH:24]=[CH:23][C:5]([CH2:6][C:7]2[C:20](=[O:21])[N:19]([CH3:22])[C:10]3[N:11]=[C:12](S(C)(=O)=O)[N:13]=[CH:14][C:9]=3[CH:8]=2)=[CH:4][CH:3]=1.[NH2:25][C:26]1[CH:31]=[CH:30][CH:29]=[CH:28][CH:27]=1.CO. Product: [NH:25]([C:12]1[N:13]=[CH:14][C:9]2[CH:8]=[C:7]([CH2:6][C:5]3[CH:23]=[CH:24][C:2]([F:1])=[CH:3][CH:4]=3)[C:20](=[O:21])[N:19]([CH3:22])[C:10]=2[N:11]=1)[C:26]1[CH:31]=[CH:30][CH:29]=[CH:28][CH:27]=1. The catalyst class is: 60. (2) Reactant: [C:1]([C:3]1[CH:8]=[CH:7][C:6]([C:9]2[C:10]([CH3:25])=[N:11][N:12]([CH2:15][C:16]3[CH:24]=[CH:23][C:19]([C:20]([OH:22])=O)=[CH:18][CH:17]=3)[C:13]=2[CH3:14])=[CH:5][CH:4]=1)#[N:2].CC[N:28]=C=NCCCN(C)C.Cl. Product: [C:1]([C:3]1[CH:4]=[CH:5][C:6]([C:9]2[C:10]([CH3:25])=[N:11][N:12]([CH2:15][C:16]3[CH:17]=[CH:18][C:19]([C:20]([NH2:28])=[O:22])=[CH:23][CH:24]=3)[C:13]=2[CH3:14])=[CH:7][CH:8]=1)#[N:2]. The catalyst class is: 3. (3) Reactant: [NH2:1][N:2]1[CH:6]=[C:5]([CH3:7])[CH:4]=[C:3]1[C:8]([NH2:10])=[O:9].[C:11]([O-])(=[O:13])C.[Na+]. Product: [CH:11]([NH:1][N:2]1[CH:6]=[C:5]([CH3:7])[CH:4]=[C:3]1[C:8]([NH2:10])=[O:9])=[O:13]. The catalyst class is: 106.